From a dataset of Aqueous solubility values for 9,982 compounds from the AqSolDB database. Regression/Classification. Given a drug SMILES string, predict its absorption, distribution, metabolism, or excretion properties. Task type varies by dataset: regression for continuous measurements (e.g., permeability, clearance, half-life) or binary classification for categorical outcomes (e.g., BBB penetration, CYP inhibition). For this dataset (solubility_aqsoldb), we predict Y. (1) The compound is [Cl-].[Cu+2].[Cu+2].[OH-].[OH-].[OH-]. The Y is -5.25 log mol/L. (2) The drug is Cc1cc(S(=O)(=O)[O-])c(N=Nc2c([O-])c(C(=O)[O-])cc3ccccc23)cc1Cl.[H+].[Mn+2]. The Y is -5.17 log mol/L. (3) The Y is -3.55 log mol/L. The molecule is CC(C)=CCC1(C(C)(C)C)C(=O)NC(=O)NC1=O. (4) The molecule is CCCCOC(=O)c1ccc(NC(C)=O)cc1. The Y is -3.46 log mol/L. (5) The molecule is Cc1ncc([N+](=O)[O-])[nH]1. The Y is -1.63 log mol/L.